This data is from Full USPTO retrosynthesis dataset with 1.9M reactions from patents (1976-2016). The task is: Predict the reactants needed to synthesize the given product. (1) Given the product [CH3:1][O:2][C@H:3]1[CH2:8][CH2:7][C@H:6]([CH2:9][N:10]2[C:11](=[O:24])[CH2:12][NH:13][C:14]3[N:19]=[CH:18][C:17]([C:26]4[C:27]([CH3:34])=[CH:28][C:29]([C:32]#[N:33])=[N:30][CH:31]=4)=[N:16][C:15]2=3)[CH2:5][CH2:4]1, predict the reactants needed to synthesize it. The reactants are: [CH3:1][O:2][C@H:3]1[CH2:8][CH2:7][C@H:6]([CH2:9][N:10]2[C:15]3=[N:16][C:17]([Sn](C)(C)C)=[CH:18][N:19]=[C:14]3[NH:13][CH2:12][C:11]2=[O:24])[CH2:5][CH2:4]1.Br[C:26]1[C:27]([CH3:34])=[CH:28][C:29]([C:32]#[N:33])=[N:30][CH:31]=1.C(N(CC)CC)C.CC1C(P(C2C(C)=CC=CC=2)C2C(C)=CC=CC=2)=CC=CC=1. (2) Given the product [NH2:31][C:27]1([C:24]2[N:25]=[CH:26][C:21]([C:11]3[C:10](=[O:38])[C:9]4[CH:8]=[CH:7][N:6]5[C:2](=[O:1])[NH:3][N:4]=[C:5]5[C:14]=4[O:13][C:12]=3[C:15]3[CH:20]=[CH:19][CH:18]=[CH:17][CH:16]=3)=[CH:22][CH:23]=2)[CH2:30][CH2:29][CH2:28]1, predict the reactants needed to synthesize it. The reactants are: [O:1]=[C:2]1[N:6]2[CH:7]=[CH:8][C:9]3[C:10](=[O:38])[C:11]([C:21]4[CH:22]=[CH:23][C:24]([C:27]5([NH:31]S(C(C)(C)C)=O)[CH2:30][CH2:29][CH2:28]5)=[N:25][CH:26]=4)=[C:12]([C:15]4[CH:20]=[CH:19][CH:18]=[CH:17][CH:16]=4)[O:13][C:14]=3[C:5]2=[N:4][N:3]1COCC[Si](C)(C)C.Cl.O1CCOCC1.